This data is from Forward reaction prediction with 1.9M reactions from USPTO patents (1976-2016). The task is: Predict the product of the given reaction. (1) Given the reactants [C:1]([N:8]([CH3:28])[CH:9]1[CH2:14][CH2:13][CH:12]([NH:15][CH2:16][C:17]2[CH:18]=[C:19](B(O)O)[CH:20]=[CH:21][C:22]=2[O:23][CH3:24])[CH2:11][CH2:10]1)([O:3][C:4]([CH3:7])([CH3:6])[CH3:5])=[O:2].Br[C:30]1[CH:31]=[C:32]([CH:35]=[CH:36][CH:37]=1)[C:33]#[N:34], predict the reaction product. The product is: [C:33]([C:32]1[CH:31]=[C:30]([C:19]2[CH:20]=[CH:21][C:22]([O:23][CH3:24])=[C:17]([CH2:16][NH:15][CH:12]3[CH2:13][CH2:14][CH:9]([N:8]([CH3:28])[C:1](=[O:2])[O:3][C:4]([CH3:7])([CH3:6])[CH3:5])[CH2:10][CH2:11]3)[CH:18]=2)[CH:37]=[CH:36][CH:35]=1)#[N:34]. (2) Given the reactants [CH2:1]([O:8][C@H:9]1[CH2:13][CH2:12][CH2:11][C@@H:10]1[NH2:14])[C:2]1[CH:7]=[CH:6][CH:5]=[CH:4][CH:3]=1.[CH2:15]1[CH2:21][S:18](=[O:20])(=[O:19])[O:17][CH2:16]1, predict the reaction product. The product is: [CH2:1]([O:8][C@H:9]1[CH2:13][CH2:12][CH2:11][C@@H:10]1[NH:14][CH2:16][CH2:15][CH2:21][S:18]([OH:20])(=[O:19])=[O:17])[C:2]1[CH:7]=[CH:6][CH:5]=[CH:4][CH:3]=1. (3) Given the reactants I([O-])(=O)(=O)=[O:2].[Na+].[CH3:7][O:8][C:9]([C:11]1[CH:12]=[C:13]2[CH:19]=[C:18]([C:20]([C:27]3[CH:28]=[N:29][C:30]([S:33][CH3:34])=[CH:31][CH:32]=3)=[CH:21][CH:22]3[CH2:26][CH2:25][CH2:24][CH2:23]3)[N:17]([S:35]([C:38]3[CH:43]=[CH:42][CH:41]=[CH:40][CH:39]=3)(=[O:37])=[O:36])[C:14]2=[N:15][CH:16]=1)=[O:10], predict the reaction product. The product is: [CH3:7][O:8][C:9]([C:11]1[CH:12]=[C:13]2[CH:19]=[C:18]([C:20]([C:27]3[CH:28]=[N:29][C:30]([S:33]([CH3:34])=[O:2])=[CH:31][CH:32]=3)=[CH:21][CH:22]3[CH2:26][CH2:25][CH2:24][CH2:23]3)[N:17]([S:35]([C:38]3[CH:43]=[CH:42][CH:41]=[CH:40][CH:39]=3)(=[O:37])=[O:36])[C:14]2=[N:15][CH:16]=1)=[O:10]. (4) Given the reactants Br[C:2]1[C:3]([CH3:12])=[CH:4][C:5]([O:10][CH3:11])=[C:6]([CH:9]=1)[CH:7]=[O:8].[C:13]([C:15]1[CH:20]=[CH:19][C:18](B(O)O)=[CH:17][CH:16]=1)#[N:14], predict the reaction product. The product is: [CH:7]([C:6]1[C:5]([O:10][CH3:11])=[CH:4][C:3]([CH3:12])=[C:2]([C:18]2[CH:19]=[CH:20][C:15]([C:13]#[N:14])=[CH:16][CH:17]=2)[CH:9]=1)=[O:8]. (5) Given the reactants COC([C:5]1[CH:6]=[CH:7][C:8]2[O:12][C:11](C)=[CH:10][C:9]=2[CH:14]=1)=O.[CH2:15]([Mg]Br)[CH3:16], predict the reaction product. The product is: [O:12]1[C:8]2[CH:7]=[CH:6][CH:5]=[C:14]([CH2:9][CH2:10][CH:11]([OH:12])[CH2:15][CH3:16])[C:9]=2[CH:10]=[CH:11]1.